Dataset: Peptide-MHC class II binding affinity with 134,281 pairs from IEDB. Task: Regression. Given a peptide amino acid sequence and an MHC pseudo amino acid sequence, predict their binding affinity value. This is MHC class II binding data. (1) The peptide sequence is YEDAKSPLTASKLTY. The MHC is HLA-DQA10102-DQB10502 with pseudo-sequence HLA-DQA10102-DQB10502. The binding affinity (normalized) is 0.107. (2) The peptide sequence is FFFLFNILTGKKITA. The MHC is DRB1_0301 with pseudo-sequence DRB1_0301. The binding affinity (normalized) is 0.339. (3) The binding affinity (normalized) is 0.0228. The MHC is HLA-DPA10201-DPB11401 with pseudo-sequence HLA-DPA10201-DPB11401. The peptide sequence is SSGKNEGTNIYNNNE. (4) The peptide sequence is AAATATATAAVGAAT. The MHC is HLA-DQA10301-DQB10302 with pseudo-sequence HLA-DQA10301-DQB10302. The binding affinity (normalized) is 0.243. (5) The peptide sequence is KKIGESSSSSVTEGERT. The MHC is HLA-DQA10501-DQB10402 with pseudo-sequence HLA-DQA10501-DQB10402. The binding affinity (normalized) is 0. (6) The peptide sequence is FVAGAKYMVIQGEPG. The MHC is DRB1_1501 with pseudo-sequence DRB1_1501. The binding affinity (normalized) is 0.427. (7) The binding affinity (normalized) is 0. The peptide sequence is ENIQRFLPNPAGVQLEDPEF. The MHC is DRB1_1104 with pseudo-sequence QEFFIASGAAVDAIMESSFDYFDFDRATYHVVFT. (8) The peptide sequence is FKVAATAAATAPADDKFTVF. The MHC is HLA-DQA10301-DQB10302 with pseudo-sequence HLA-DQA10301-DQB10302. The binding affinity (normalized) is 0.497. (9) The peptide sequence is KKWKYLNAVSLCILTIN. The MHC is HLA-DQA10303-DQB10402 with pseudo-sequence HLA-DQA10303-DQB10402. The binding affinity (normalized) is 0. (10) The peptide sequence is TATSASAGWDTVLQS. The MHC is HLA-DPA10301-DPB10402 with pseudo-sequence HLA-DPA10301-DPB10402. The binding affinity (normalized) is 0.215.